From a dataset of Full USPTO retrosynthesis dataset with 1.9M reactions from patents (1976-2016). Predict the reactants needed to synthesize the given product. (1) Given the product [O:12]=[C:8]1[C:7]2=[C:2]([NH:1][C:21](=[O:23])[CH3:22])[N:3]=[C:4]([CH3:13])[CH:5]=[C:6]2[CH2:11][CH2:10][O:9]1, predict the reactants needed to synthesize it. The reactants are: [NH2:1][C:2]1[N:3]=[C:4]([CH3:13])[CH:5]=[C:6]2[CH2:11][CH2:10][O:9][C:8](=[O:12])[C:7]=12.C(N(CC)CC)C.[C:21](OC(=O)C)(=[O:23])[CH3:22]. (2) Given the product [Cl:25][C:26]1[CH:33]=[CH:32][CH:31]=[CH:30][C:27]=1[CH:28]=[C:11]([C:10]([CH2:9][O:8][CH2:7][CH2:6][N:5]1[C:4](=[O:19])[C:3]2=[CH:20][CH:21]=[CH:22][CH:23]=[C:2]2[C:1]1=[O:24])=[O:18])[C:12]([O:14][CH:15]([CH3:17])[CH3:16])=[O:13], predict the reactants needed to synthesize it. The reactants are: [C:1]1(=[O:24])[N:5]([CH2:6][CH2:7][O:8][CH2:9][C:10](=[O:18])[CH2:11][C:12]([O:14][CH:15]([CH3:17])[CH3:16])=[O:13])[C:4](=[O:19])[C:3]2=[CH:20][CH:21]=[CH:22][CH:23]=[C:2]12.[Cl:25][C:26]1[CH:33]=[CH:32][CH:31]=[CH:30][C:27]=1[CH:28]=O.N1CCCCC1.C(O)(=O)C. (3) Given the product [N:4]1[CH:5]=[CH:6][C:7]([CH2:8][NH:9][C:10](=[O:17])[C:11]2[CH:12]=[CH:13][CH:14]=[CH:15][CH:16]=2)=[CH:2][N:3]=1, predict the reactants needed to synthesize it. The reactants are: Cl[C:2]1[N:3]=[N:4][C:5](Cl)=[CH:6][C:7]=1[CH2:8][NH:9][C:10](=[O:17])[C:11]1[CH:16]=[CH:15][CH:14]=[CH:13][CH:12]=1.C(N(CC)CC)C.C(O)C. (4) Given the product [Br:13][CH2:1][C:2]1[CH:7]=[CH:6][C:5]([C:8]2[O:12][N:11]=[CH:10][CH:9]=2)=[CH:4][CH:3]=1, predict the reactants needed to synthesize it. The reactants are: [CH3:1][C:2]1[CH:7]=[CH:6][C:5]([C:8]2[O:12][N:11]=[CH:10][CH:9]=2)=[CH:4][CH:3]=1.[Br:13]N1C(=O)CCC1=O.C(OOC(=O)C1C=CC=CC=1)(=O)C1C=CC=CC=1. (5) Given the product [CH3:1][O:2][C:3](=[O:48])[CH:4]([NH:28][C:71]([O:73][C:74]([CH3:75])([CH3:76])[CH3:77])=[O:72])[CH2:5][O:6][C:7]1[CH:8]=[CH:9][C:10]([CH2:13][CH2:14][CH2:15][CH2:16][NH:17][C:18]([O:20][CH2:21][C:22]2[CH:23]=[CH:24][CH:25]=[CH:26][CH:27]=2)=[O:19])=[CH:11][CH:12]=1, predict the reactants needed to synthesize it. The reactants are: [CH3:1][O:2][C:3](=[O:48])[CH:4]([NH:28]C(C1C=CC=CC=1)(C1C=CC=CC=1)C1C=CC=CC=1)[CH2:5][O:6][C:7]1[CH:12]=[CH:11][C:10]([CH2:13][CH2:14][CH2:15][CH2:16][NH:17][C:18]([O:20][CH2:21][C:22]2[CH:27]=[CH:26][CH:25]=[CH:24][CH:23]=2)=[O:19])=[CH:9][CH:8]=1.FC(F)(F)C(O)=O.C(N(CC)CC)C.[C:71](O[C:71]([O:73][C:74]([CH3:77])([CH3:76])[CH3:75])=[O:72])([O:73][C:74]([CH3:77])([CH3:76])[CH3:75])=[O:72]. (6) Given the product [CH:1]([C:7]1[CH:16]=[C:15]([CH3:17])[CH:14]=[CH:13][C:8]=1[C:9]([O:11][CH3:12])=[O:10])([CH3:3])[CH3:2], predict the reactants needed to synthesize it. The reactants are: [CH:1]([Mg]Br)([CH3:3])[CH3:2].Br[C:7]1[CH:16]=[C:15]([CH3:17])[CH:14]=[CH:13][C:8]=1[C:9]([O:11][CH3:12])=[O:10]. (7) Given the product [CH2:22]([C:18]1([OH:21])[CH2:19][CH2:20][N:15]([C:13]2[CH:12]=[CH:11][N:10]=[C:9]([C@H:7]([OH:6])[CH3:8])[N:14]=2)[CH2:16][CH2:17]1)[C:23]1[CH:28]=[CH:27][CH:26]=[CH:25][CH:24]=1, predict the reactants needed to synthesize it. The reactants are: C([O:6][C@@H:7]([C:9]1[N:14]=[C:13]([N:15]2[CH2:20][CH2:19][C:18]([CH2:22][C:23]3[CH:28]=[CH:27][CH:26]=[CH:25][CH:24]=3)([OH:21])[CH2:17][CH2:16]2)[CH:12]=[CH:11][N:10]=1)[CH3:8])(=O)CCC.[OH-].[Na+].